Dataset: Blood-brain barrier permeability classification from the B3DB database. Task: Regression/Classification. Given a drug SMILES string, predict its absorption, distribution, metabolism, or excretion properties. Task type varies by dataset: regression for continuous measurements (e.g., permeability, clearance, half-life) or binary classification for categorical outcomes (e.g., BBB penetration, CYP inhibition). Dataset: b3db_classification. (1) The drug is FC(F)(F)CCl. The result is 1 (penetrates BBB). (2) The drug is COc1cc2c(cc1OC)[C@@H]1CC(=O)[C@H](CC(C)C)CN1CC2. The result is 1 (penetrates BBB).